This data is from Reaction yield outcomes from USPTO patents with 853,638 reactions. The task is: Predict the reaction yield, written as a fraction of the theoretical maximum amount of product (1.0 means a 100% yield; for example, 0.34 means a 34% yield). The reactants are [Br:1][C:2]1[CH:8]=[CH:7][C:6]([N+:9]([O-:11])=[O:10])=[CH:5][C:3]=1[NH2:4].N1C=CC=CC=1.Cl[C:19]([O:21][CH3:22])=[O:20]. The catalyst is C1COCC1. The product is [Br:1][C:2]1[CH:8]=[CH:7][C:6]([N+:9]([O-:11])=[O:10])=[CH:5][C:3]=1[NH:4][C:19](=[O:20])[O:21][CH3:22]. The yield is 0.615.